Dataset: Forward reaction prediction with 1.9M reactions from USPTO patents (1976-2016). Task: Predict the product of the given reaction. (1) Given the reactants Br[C:2]1[CH:7]=[CH:6][C:5]([O:8][CH3:9])=[CH:4][N:3]=1.[CH3:10][N:11]1[CH:15]=[CH:14][C:13]([NH2:16])=[N:12]1, predict the reaction product. The product is: [CH3:9][O:8][C:5]1[CH:6]=[CH:7][C:2]([NH:16][C:13]2[CH:14]=[CH:15][N:11]([CH3:10])[N:12]=2)=[N:3][CH:4]=1. (2) Given the reactants [NH2:1][C:2]1[S:3][C:4]2[CH:10]=[C:9]([O:11][C:12]3[CH:13]=[C:14]([NH:19][C:20](=[O:32])[C:21]4[CH:26]=[CH:25][CH:24]=[C:23]([C:27]5([C:30]#[N:31])[CH2:29][CH2:28]5)[CH:22]=4)[CH:15]=[CH:16][C:17]=3[CH3:18])[CH:8]=[CH:7][C:5]=2[N:6]=1.C([O:36][CH2:37][C:38](Cl)=[O:39])(=O)C.[OH-].[Na+], predict the reaction product. The product is: [C:30]([C:27]1([C:23]2[CH:22]=[C:21]([CH:26]=[CH:25][CH:24]=2)[C:20]([NH:19][C:14]2[CH:15]=[CH:16][C:17]([CH3:18])=[C:12]([O:11][C:9]3[CH:8]=[CH:7][C:5]4[N:6]=[C:2]([NH:1][C:37](=[O:36])[CH2:38][OH:39])[S:3][C:4]=4[CH:10]=3)[CH:13]=2)=[O:32])[CH2:29][CH2:28]1)#[N:31].